Dataset: Reaction yield outcomes from USPTO patents with 853,638 reactions. Task: Predict the reaction yield, written as a fraction of the theoretical maximum amount of product (1.0 means a 100% yield; for example, 0.34 means a 34% yield). (1) The reactants are Cl[C:2]([C:4]1[CH:9]=[CH:8][CH:7]=[CH:6][C:5]=1[C:10]1[CH:11]=[C:12]2[C:17](=[CH:18][CH:19]=1)[C@H:16]([NH:20][C:21](=[O:27])[O:22][C:23]([CH3:26])([CH3:25])[CH3:24])[CH2:15][CH2:14][CH2:13]2)=[O:3].C(Cl)Cl.CC[N:33](CC)[CH2:34][CH3:35].C([NH2:41])(=O)C. The catalyst is C1(C)C=CC=CC=1. The product is [CH3:35][C:34]1[N:41]=[C:2]([C:4]2[CH:9]=[CH:8][CH:7]=[CH:6][C:5]=2[C:10]2[CH:11]=[C:12]3[C:17](=[CH:18][CH:19]=2)[C@H:16]([NH:20][C:21](=[O:27])[O:22][C:23]([CH3:26])([CH3:25])[CH3:24])[CH2:15][CH2:14][CH2:13]3)[O:3][N:33]=1. The yield is 0.480. (2) The reactants are [NH2:1][C:2]1[CH:3]=[N:4][C:5]2[C:10]([CH:11]=1)=[CH:9][CH:8]=[CH:7][CH:6]=2.[N:12]([O-])=O.[Na+].F[B-](F)(F)F.[H+]. The catalyst is Cl.O. The product is [N+:1](=[C:2]1[CH:11]=[C:10]2[C:5]([CH:6]=[CH:7][CH:8]=[CH:9]2)=[N:4][CH2:3]1)=[N-:12]. The yield is 0.900. (3) The reactants are [F:1][C:2]1[CH:7]=[CH:6][C:5]([C:8]2[C:16]3[S:15][CH:14]=[N:13][C:12]=3[CH:11]=[CH:10][CH:9]=2)=[CH:4][CH:3]=1.C(Br)(Br)(Br)[Br:18]. The catalyst is CCCCCC.O1CCCC1. The product is [Br:18][C:14]1[S:15][C:16]2[C:8]([C:5]3[CH:4]=[CH:3][C:2]([F:1])=[CH:7][CH:6]=3)=[CH:9][CH:10]=[CH:11][C:12]=2[N:13]=1. The yield is 0.390. (4) The reactants are C(=O)([O-])[O-].[Na+].[Na+].C(O)(=O)[CH2:8][CH3:9].[C:12](OC=C)(=O)[CH3:13].[O:18]1[CH2:21][C:20]([CH2:24][OH:25])([CH2:22][OH:23])[CH2:19]1. The catalyst is C1(C)C=CC=CC=1. The product is [CH:12]([O:23][CH2:22][C:20]1([CH2:24][O:25][CH:8]=[CH2:9])[CH2:21][O:18][CH2:19]1)=[CH2:13]. The yield is 0.900. (5) The reactants are [CH2:1]([C:3]1[C:11]2[CH:10]=[CH:9][S:8][C:7]=2[C:6]([CH3:12])=[CH:5][C:4]=1[O:13][C:14](=[CH:17]NC1C=CC=CC=1)[C:15]#[N:16])[CH3:2].Cl.[NH2:26][C:27]([NH2:29])=[NH:28].C[O-].[Na+]. The catalyst is C(O)C.O. The product is [CH2:1]([C:3]1[C:11]2[CH:10]=[CH:9][S:8][C:7]=2[C:6]([CH3:12])=[CH:5][C:4]=1[O:13][C:14]1[C:15]([NH2:16])=[N:28][C:27]([NH2:29])=[N:26][CH:17]=1)[CH3:2]. The yield is 0.740. (6) The reactants are CCN(C(C)C)C(C)C.CN(C(ON1N=NC2C=CC=NC1=2)=[N+](C)C)C.F[P-](F)(F)(F)(F)F.[CH:34]1([C:39]([OH:41])=O)[CH2:38][CH2:37][CH2:36][CH2:35]1.Cl.[CH3:43][C:44]1([CH3:64])[CH2:49][C:48]([C:50]2[C:58]3[C:53](=[N:54][CH:55]=[C:56]([N+:60]([O-:62])=[O:61])[C:57]=3[CH3:59])[N:52]([CH3:63])[CH:51]=2)=[CH:47][CH2:46][NH:45]1. The yield is 0.830. The catalyst is C(Cl)Cl.O. The product is [CH:34]1([C:39]([N:45]2[CH2:46][CH:47]=[C:48]([C:50]3[C:58]4[C:53](=[N:54][CH:55]=[C:56]([N+:60]([O-:62])=[O:61])[C:57]=4[CH3:59])[N:52]([CH3:63])[CH:51]=3)[CH2:49][C:44]2([CH3:64])[CH3:43])=[O:41])[CH2:35][CH2:36][CH2:37][CH2:38]1.